From a dataset of NCI-60 drug combinations with 297,098 pairs across 59 cell lines. Regression. Given two drug SMILES strings and cell line genomic features, predict the synergy score measuring deviation from expected non-interaction effect. (1) Drug 1: C1=CN(C(=O)N=C1N)C2C(C(C(O2)CO)O)(F)F. Drug 2: B(C(CC(C)C)NC(=O)C(CC1=CC=CC=C1)NC(=O)C2=NC=CN=C2)(O)O. Cell line: OVCAR3. Synergy scores: CSS=77.0, Synergy_ZIP=3.15, Synergy_Bliss=2.35, Synergy_Loewe=-0.971, Synergy_HSA=4.57. (2) Drug 1: CC1C(C(CC(O1)OC2CC(CC3=C2C(=C4C(=C3O)C(=O)C5=C(C4=O)C(=CC=C5)OC)O)(C(=O)CO)O)N)O.Cl. Drug 2: C1CCN(CC1)CCOC2=CC=C(C=C2)C(=O)C3=C(SC4=C3C=CC(=C4)O)C5=CC=C(C=C5)O. Cell line: A549. Synergy scores: CSS=2.76, Synergy_ZIP=-2.13, Synergy_Bliss=-0.298, Synergy_Loewe=-1.22, Synergy_HSA=-0.521. (3) Drug 1: C1=CC(=CC=C1CC(C(=O)O)N)N(CCCl)CCCl.Cl. Drug 2: CC1CCC2CC(C(=CC=CC=CC(CC(C(=O)C(C(C(=CC(C(=O)CC(OC(=O)C3CCCCN3C(=O)C(=O)C1(O2)O)C(C)CC4CCC(C(C4)OC)OCCO)C)C)O)OC)C)C)C)OC. Cell line: A549. Synergy scores: CSS=33.7, Synergy_ZIP=-4.26, Synergy_Bliss=-2.35, Synergy_Loewe=-2.07, Synergy_HSA=1.01. (4) Cell line: M14. Drug 1: CC1=CC2C(CCC3(C2CCC3(C(=O)C)OC(=O)C)C)C4(C1=CC(=O)CC4)C. Drug 2: CC1C(C(CC(O1)OC2CC(CC3=C2C(=C4C(=C3O)C(=O)C5=C(C4=O)C(=CC=C5)OC)O)(C(=O)CO)O)N)O.Cl. Synergy scores: CSS=56.5, Synergy_ZIP=2.19, Synergy_Bliss=2.87, Synergy_Loewe=-31.1, Synergy_HSA=4.04. (5) Drug 2: CCC1(C2=C(COC1=O)C(=O)N3CC4=CC5=C(C=CC(=C5CN(C)C)O)N=C4C3=C2)O.Cl. Synergy scores: CSS=31.6, Synergy_ZIP=-4.29, Synergy_Bliss=-3.09, Synergy_Loewe=-19.4, Synergy_HSA=-7.13. Cell line: NCIH23. Drug 1: CC(C)CN1C=NC2=C1C3=CC=CC=C3N=C2N. (6) Drug 1: CC(C1=C(C=CC(=C1Cl)F)Cl)OC2=C(N=CC(=C2)C3=CN(N=C3)C4CCNCC4)N. Drug 2: CCCCC(=O)OCC(=O)C1(CC(C2=C(C1)C(=C3C(=C2O)C(=O)C4=C(C3=O)C=CC=C4OC)O)OC5CC(C(C(O5)C)O)NC(=O)C(F)(F)F)O. Cell line: EKVX. Synergy scores: CSS=6.45, Synergy_ZIP=-2.26, Synergy_Bliss=-2.58, Synergy_Loewe=-1.26, Synergy_HSA=-1.81. (7) Drug 1: C1CCN(CC1)CCOC2=CC=C(C=C2)C(=O)C3=C(SC4=C3C=CC(=C4)O)C5=CC=C(C=C5)O. Drug 2: CC1C(C(CC(O1)OC2CC(CC3=C2C(=C4C(=C3O)C(=O)C5=CC=CC=C5C4=O)O)(C(=O)C)O)N)O. Cell line: SK-MEL-28. Synergy scores: CSS=55.9, Synergy_ZIP=0.0239, Synergy_Bliss=2.21, Synergy_Loewe=0.719, Synergy_HSA=1.63.